This data is from Catalyst prediction with 721,799 reactions and 888 catalyst types from USPTO. The task is: Predict which catalyst facilitates the given reaction. (1) Reactant: [F:1][C:2]1[CH:3]=[C:4]([B:9]([OH:11])[OH:10])[C:5]([CH3:8])=[CH:6][CH:7]=1.O[C:13]([C:16](O)([CH3:18])[CH3:17])([CH3:15])[CH3:14].[O-]S([O-])(=O)=O.[Mg+2]. Product: [F:1][C:2]1[CH:3]=[C:4]([B:9]2[O:11][C:16]([CH3:18])([CH3:17])[C:13]([CH3:15])([CH3:14])[O:10]2)[C:5]([CH3:8])=[CH:6][CH:7]=1. The catalyst class is: 27. (2) Reactant: [H-].[Na+].[CH2:3]([C:5]1([CH3:13])[CH2:10][C:9](=[O:11])[CH:8]=[C:7]([OH:12])[CH2:6]1)[CH3:4].[F:14][C:15]([F:26])([F:25])[C:16]1[CH:21]=[CH:20][CH:19]=[C:18]([N:22]=[C:23]=[O:24])[CH:17]=1. Product: [F:14][C:15]([F:25])([F:26])[C:16]1[CH:17]=[C:18]([NH:22][C:23]([CH:8]2[C:9](=[O:11])[CH2:10][C:5]([CH2:3][CH3:4])([CH3:13])[CH2:6][C:7]2=[O:12])=[O:24])[CH:19]=[CH:20][CH:21]=1. The catalyst class is: 1.